This data is from Catalyst prediction with 721,799 reactions and 888 catalyst types from USPTO. The task is: Predict which catalyst facilitates the given reaction. Reactant: [NH2:1][CH2:2][C:3]1[N:7]=[C:6]([C@H:8]([CH2:17][CH2:18][CH2:19][CH:20]2[CH2:25][CH2:24][CH2:23][CH2:22][CH2:21]2)[CH2:9][C:10]([O:12][C:13]([CH3:16])([CH3:15])[CH3:14])=[O:11])[O:5][N:4]=1.C1[C:31](=O)[N:30](OC(O[N:30]2[C:31](=O)CC[C:28]2=[O:29])=O)[C:28](=[O:29])C1. Product: [CH:20]1([CH2:19][CH2:18][CH2:17][C@@H:8]([C:6]2[O:5][N:4]=[C:3]([CH2:2][NH:1][C:28]([NH:30][CH3:31])=[O:29])[N:7]=2)[CH2:9][C:10]([O:12][C:13]([CH3:15])([CH3:16])[CH3:14])=[O:11])[CH2:21][CH2:22][CH2:23][CH2:24][CH2:25]1. The catalyst class is: 23.